Dataset: Forward reaction prediction with 1.9M reactions from USPTO patents (1976-2016). Task: Predict the product of the given reaction. (1) Given the reactants [Cl:1][C:2]1[CH:3]=[C:4]([C:13]2[N:21]=[C:20]([C:22]#[N:23])[N:19]=[C:18]3[C:14]=2[N:15]([CH2:24][C@H:25]2[CH2:30][CH2:29][C@H:28]([CH3:31])[CH2:27][CH2:26]2)[CH:16]=[N:17]3)[CH:5]=[C:6]([O:8][CH2:9][CH2:10][O:11][CH3:12])[CH:7]=1.CC1(C)CCCC(C)(C)N1[Mg]Cl.[Cl-].[Li+].[Br:46]N1C(C)(C)C(=O)N(Br)C1=O, predict the reaction product. The product is: [Br:46][C:16]1[N:15]([CH2:24][C@H:25]2[CH2:26][CH2:27][C@H:28]([CH3:31])[CH2:29][CH2:30]2)[C:14]2[C:18](=[N:19][C:20]([C:22]#[N:23])=[N:21][C:13]=2[C:4]2[CH:5]=[C:6]([O:8][CH2:9][CH2:10][O:11][CH3:12])[CH:7]=[C:2]([Cl:1])[CH:3]=2)[N:17]=1. (2) Given the reactants [F:1][C:2]([F:24])([F:23])[C:3]1[CH:4]=[C:5]([C:13]2[N:17]=[CH:16][N:15](/[CH:18]=[CH:19]\[C:20](O)=[O:21])[N:14]=2)[CH:6]=[C:7]([C:9]([F:12])([F:11])[F:10])[CH:8]=1.C1C=CC2N(O)N=NC=2C=1.CCN=C=NCCCN(C)C.Cl.Cl.[O:48]1[C:52]([CH2:53][NH2:54])=[CH:51][N:50]=[CH:49]1.CCN(C(C)C)C(C)C, predict the reaction product. The product is: [F:24][C:2]([F:1])([F:23])[C:3]1[CH:4]=[C:5]([C:13]2[N:17]=[CH:16][N:15](/[CH:18]=[CH:19]\[C:20]([NH:54][CH2:53][C:52]3[O:48][CH:49]=[N:50][CH:51]=3)=[O:21])[N:14]=2)[CH:6]=[C:7]([C:9]([F:12])([F:11])[F:10])[CH:8]=1. (3) Given the reactants [CH2:1]([O:3][C:4]1[CH:9]=[CH:8][CH:7]=[CH:6][N:5]=1)[CH3:2].[Li+:10].[C:11]([S:15]([N-:18][S:19]([C:22]([F:25])([F:24])[F:23])(=[O:21])=[O:20])(=[O:17])=[O:16])([F:14])([F:13])[F:12], predict the reaction product. The product is: [CH2:1]([O:3][C:4]1[CH:9]=[CH:8][CH:7]=[CH:6][N:5]=1)[CH3:2].[Li+:10].[C:22]([S:19]([N-:18][S:15]([C:11]([F:14])([F:13])[F:12])(=[O:17])=[O:16])(=[O:20])=[O:21])([F:24])([F:23])[F:25]. (4) The product is: [Cl:11][C:8]1[CH:9]=[C:10]2[C:5](=[CH:6][CH:7]=1)[NH:4][C:3]([C:12]([O:14][CH2:15][CH3:16])=[O:13])=[C:2]2[S:23][CH:17]1[CH2:22][CH2:21][CH2:20][CH2:19][CH2:18]1. Given the reactants Br[C:2]1[C:10]2[C:5](=[CH:6][CH:7]=[C:8]([Cl:11])[CH:9]=2)[NH:4][C:3]=1[C:12]([O:14][CH2:15][CH3:16])=[O:13].[CH:17]1([SH:23])[CH2:22][CH2:21][CH2:20][CH2:19][CH2:18]1.C(=O)([O-])[O-].[K+].[K+], predict the reaction product.